This data is from Reaction yield outcomes from USPTO patents with 853,638 reactions. The task is: Predict the reaction yield, written as a fraction of the theoretical maximum amount of product (1.0 means a 100% yield; for example, 0.34 means a 34% yield). (1) The reactants are [C:1]([O:4][C@H:5]1[CH2:9][C@H:8]([N:10]2[C:14]3[N:15]=[CH:16][N:17]=[C:18]([NH:19][C:20](=[O:22])[CH3:21])[C:13]=3[CH:12]=[CH:11]2)[CH2:7][C@H:6]1[CH2:23][O:24][Si](C(C)(C)C)(C)C)(=[O:3])[CH3:2]. The catalyst is C1COCC1.N1C=CC=CC=1.F.N1C=CC=CC=1. The product is [C:1]([O:4][C@H:5]1[CH2:9][C@H:8]([N:10]2[C:14]3[N:15]=[CH:16][N:17]=[C:18]([NH:19][C:20](=[O:22])[CH3:21])[C:13]=3[CH:12]=[CH:11]2)[CH2:7][C@H:6]1[CH2:23][OH:24])(=[O:3])[CH3:2]. The yield is 0.830. (2) The reactants are [NH2:1][C:2]1[N:7]=[CH:6][N:5]=[C:4]2[N:8]([CH2:20][C:21]3[O:22][C:23]4[C:28]([C:29](=[O:37])[C:30]=3[C:31]3[CH:36]=[CH:35][CH:34]=[CH:33][CH:32]=3)=[CH:27][CH:26]=[CH:25][CH:24]=4)[N:9]=[C:10]([C:11]3[CH:16]=[C:15]([O:17]C)[CH:14]=[C:13]([F:19])[CH:12]=3)[C:3]=12. The catalyst is ClCCl.B(Br)(Br)Br. The product is [NH2:1][C:2]1[N:7]=[CH:6][N:5]=[C:4]2[N:8]([CH2:20][C:21]3[O:22][C:23]4[C:28]([C:29](=[O:37])[C:30]=3[C:31]3[CH:32]=[CH:33][CH:34]=[CH:35][CH:36]=3)=[CH:27][CH:26]=[CH:25][CH:24]=4)[N:9]=[C:10]([C:11]3[CH:16]=[C:15]([OH:17])[CH:14]=[C:13]([F:19])[CH:12]=3)[C:3]=12. The yield is 0.360. (3) The reactants are [C:1]1([C:7]2[CH:12]=[C:11]([CH:13]3[CH2:18][CH2:17][S:16](=[O:20])(=[O:19])[CH2:15][CH2:14]3)[CH:10]=[CH:9][C:8]=2[NH2:21])[CH2:6][CH2:5][CH2:4][CH2:3][CH:2]=1.[K+].[C:23]([C:25]1[N:26]=[C:27]([C:38]([O-])=[O:39])[N:28]([CH2:30][O:31][CH2:32][CH2:33][Si:34]([CH3:37])([CH3:36])[CH3:35])[CH:29]=1)#[N:24].F[P-](F)(F)(F)(F)F.Br[P+](N1CCCC1)(N1CCCC1)N1CCCC1.CCN(C(C)C)C(C)C. The catalyst is CN(C=O)C.CCOC(C)=O. The product is [C:1]1([C:7]2[CH:12]=[C:11]([CH:13]3[CH2:18][CH2:17][S:16](=[O:19])(=[O:20])[CH2:15][CH2:14]3)[CH:10]=[CH:9][C:8]=2[NH:21][C:38]([C:27]2[N:28]([CH2:30][O:31][CH2:32][CH2:33][Si:34]([CH3:37])([CH3:36])[CH3:35])[CH:29]=[C:25]([C:23]#[N:24])[N:26]=2)=[O:39])[CH2:6][CH2:5][CH2:4][CH2:3][CH:2]=1. The yield is 0.730. (4) The reactants are [Cl:1][C:2]1[CH:7]=[C:6](F)[CH:5]=[CH:4][N:3]=1.Cl.[NH2:10][C:11]1[C:20]2[C:15](=[CH:16][CH:17]=[CH:18][CH:19]=2)[C:14]([OH:21])=[CH:13][CH:12]=1.CC(C)([O-])C.[K+]. The catalyst is CN1C(=O)CCC1.O. The product is [Cl:1][C:2]1[CH:7]=[C:6]([O:21][C:14]2[C:15]3[C:20](=[CH:19][CH:18]=[CH:17][CH:16]=3)[C:11]([NH2:10])=[CH:12][CH:13]=2)[CH:5]=[CH:4][N:3]=1. The yield is 0.920. (5) The reactants are [F:1][C:2]1[CH:3]=[C:4]([N:19]([C:28]2[CH:33]=[CH:32][C:31]([F:34])=[CH:30][CH:29]=2)[C:20]([C:22]2([C:25]([NH2:27])=[O:26])[CH2:24][CH2:23]2)=[O:21])[CH:5]=[CH:6][C:7]=1[O:8][C:9]1[CH:14]=[CH:13][N:12]=[C:11]2[CH:15]=[C:16](I)[S:17][C:10]=12.[CH2:35]([N:37]1[CH2:42][CH2:41][N:40]([CH2:43][C:44]#[CH:45])[CH2:39][CH2:38]1)[CH3:36]. No catalyst specified. The product is [CH2:35]([N:37]1[CH2:42][CH2:41][N:40]([CH2:43][C:44]#[C:45][C:16]2[S:17][C:10]3[C:11](=[N:12][CH:13]=[CH:14][C:9]=3[O:8][C:7]3[CH:6]=[CH:5][C:4]([N:19]([C:28]4[CH:29]=[CH:30][C:31]([F:34])=[CH:32][CH:33]=4)[C:20]([C:22]4([C:25]([NH2:27])=[O:26])[CH2:24][CH2:23]4)=[O:21])=[CH:3][C:2]=3[F:1])[CH:15]=2)[CH2:39][CH2:38]1)[CH3:36]. The yield is 0.100. (6) The reactants are [F:1][C:2]1[CH:3]=[CH:4][C:5]([CH3:13])=[C:6]([NH:8][S:9]([CH3:12])(=[O:11])=[O:10])[CH:7]=1.[CH3:14][C:15]([S@:18]([NH-:20])=[O:19])([CH3:17])[CH3:16].[BH4-].[Na+].[CH2:23]1COC[CH2:24]1. The catalyst is [O-]CC.[Ti+4].[O-]CC.[O-]CC.[O-]CC. The product is [C:15]([S@:18]([NH:20][C@@H:23]([C:3]1[C:2]([F:1])=[CH:7][C:6]([NH:8][S:9]([CH3:12])(=[O:11])=[O:10])=[C:5]([CH3:13])[CH:4]=1)[CH3:24])=[O:19])([CH3:17])([CH3:16])[CH3:14]. The yield is 0.990. (7) The reactants are [NH2:1][C:2]1[C:7]([N+:8]([O-])=O)=[C:6]([O:11][C:12]2[CH:17]=[CH:16][C:15]([NH:18][C:19](=[O:25])[O:20][C:21]([CH3:24])([CH3:23])[CH3:22])=[CH:14][CH:13]=2)[CH:5]=[CH:4][N:3]=1.C(OCC)(=O)C. The catalyst is C(O)C.[Pd]. The product is [NH2:1][C:2]1[C:7]([NH2:8])=[C:6]([O:11][C:12]2[CH:13]=[CH:14][C:15]([NH:18][C:19](=[O:25])[O:20][C:21]([CH3:23])([CH3:22])[CH3:24])=[CH:16][CH:17]=2)[CH:5]=[CH:4][N:3]=1. The yield is 0.880.